From a dataset of Catalyst prediction with 721,799 reactions and 888 catalyst types from USPTO. Predict which catalyst facilitates the given reaction. (1) Reactant: CCN=C=NCCCN(C)C.Cl.[C:13]([NH:17][C:18]([C@@H:20]1[C:24]([CH3:26])([CH3:25])[S:23][CH2:22][N:21]1[C:27](=[O:41])[C@@H:28]([OH:40])[C@@H:29]([NH2:39])[CH2:30][C:31]1[CH:36]=[CH:35][C:34]([O:37][CH3:38])=[CH:33][CH:32]=1)=[O:19])([CH3:16])([CH3:15])[CH3:14].[CH3:42][C:43]1[CH:53]=[CH:52][CH:51]=[C:50]([CH3:54])[C:44]=1[O:45][CH2:46][C:47](O)=[O:48].C1C=CC2N(O)N=NC=2C=1. Product: [C:13]([NH:17][C:18]([C@@H:20]1[C:24]([CH3:25])([CH3:26])[S:23][CH2:22][N:21]1[C:27](=[O:41])[C@@H:28]([OH:40])[C@@H:29]([NH:39][C:47](=[O:48])[CH2:46][O:45][C:44]1[C:43]([CH3:42])=[CH:53][CH:52]=[CH:51][C:50]=1[CH3:54])[CH2:30][C:31]1[CH:32]=[CH:33][C:34]([O:37][CH3:38])=[CH:35][CH:36]=1)=[O:19])([CH3:14])([CH3:15])[CH3:16]. The catalyst class is: 39. (2) Reactant: Cl[C:2]1[CH:7]=[CH:6][C:5]([S:8]([N:11]2[CH2:16][CH2:15][N:14]([CH3:17])[CH2:13][CH2:12]2)(=[O:10])=[O:9])=[CH:4][C:3]=1[N+:18]([O-:20])=[O:19].[CH3:21][O-:22].[Na+]. Product: [CH3:21][O:22][C:2]1[CH:7]=[CH:6][C:5]([S:8]([N:11]2[CH2:16][CH2:15][N:14]([CH3:17])[CH2:13][CH2:12]2)(=[O:10])=[O:9])=[CH:4][C:3]=1[N+:18]([O-:20])=[O:19]. The catalyst class is: 5. (3) Reactant: [O:1]1[CH:5]=[CH:4][CH:3]=[C:2]1[CH2:6][S:7][CH:8]([C:12]1[CH:17]=[CH:16][C:15]([Cl:18])=[C:14]([Cl:19])[CH:13]=1)[C:9]([OH:11])=O.[NH2:20][C:21]1[S:22][CH:23]=[CH:24][N:25]=1. Product: [Cl:19][C:14]1[CH:13]=[C:12]([CH:8]([S:7][CH2:6][C:2]2[O:1][CH:5]=[CH:4][CH:3]=2)[C:9]([NH:20][C:21]2[S:22][CH:23]=[CH:24][N:25]=2)=[O:11])[CH:17]=[CH:16][C:15]=1[Cl:18]. The catalyst class is: 1. (4) The catalyst class is: 305. Reactant: [Cl-].[CH3:2][O:3]C[P+](C1C=CC=CC=1)(C1C=CC=CC=1)C1C=CC=CC=1.CC(C)([O-])C.[K+].[CH:30]1([CH2:35][CH2:36][CH:37]=O)[CH2:34][CH2:33][CH2:32][CH2:31]1.Cl. Product: [CH:30]1([CH2:35][CH2:36][CH2:37][CH:2]=[O:3])[CH2:31][CH2:32][CH2:33][CH2:34]1. (5) The catalyst class is: 67. Reactant: CC(C)([O:4][C:5]([N:7]1[CH2:12][CH2:11][CH:10]([CH2:13][C:14]2[C:15]([C:27]3[CH:32]=[CH:31][CH:30]=[CH:29][CH:28]=3)=[N:16][C:17]3[C:22]([C:23]=2[C:24]([OH:26])=[O:25])=[CH:21][CH:20]=[CH:19][CH:18]=3)[CH2:9][CH2:8]1)=[O:6])C. Product: [C:22]1([CH2:23][O:4][C:5]([N:7]2[CH2:12][CH2:11][CH:10]([CH2:13][C:14]3[C:15]([C:27]4[CH:32]=[CH:31][CH:30]=[CH:29][CH:28]=4)=[N:16][C:17]4[C:22]([C:23]=3[C:24]([OH:26])=[O:25])=[CH:21][CH:20]=[CH:19][CH:18]=4)[CH2:9][CH2:8]2)=[O:6])[CH:17]=[CH:18][CH:19]=[CH:20][CH:21]=1. (6) Reactant: [OH:1][C:2]1[C:11]([CH3:12])=[C:10]2[C:5]([C:6]([CH3:26])=[C:7]([CH2:14][N:15]3[C:19](=[O:20])[C:18]4=[CH:21][CH:22]=[CH:23][CH:24]=[C:17]4[C:16]3=[O:25])[C:8](=[O:13])[O:9]2)=[CH:4][CH:3]=1.C(=O)([O-])[O-].[K+].[K+].Cl[CH2:34][C:35](=[O:37])[CH3:36].CC(C)=O. Product: [CH3:26][C:6]1[C:5]2[C:10](=[C:11]([CH3:12])[C:2]([O:1][CH2:34][C:35](=[O:37])[CH3:36])=[CH:3][CH:4]=2)[O:9][C:8](=[O:13])[C:7]=1[CH2:14][N:15]1[C:16](=[O:25])[C:17]2=[CH:24][CH:23]=[CH:22][CH:21]=[C:18]2[C:19]1=[O:20]. The catalyst class is: 2. (7) Reactant: [F:1][C:2]([F:9])([F:8])[CH2:3][CH2:4][C:5](O)=[O:6].C(Cl)(=O)C(Cl)=O.C[N:17](C=O)C.N. Product: [F:1][C:2]([F:9])([F:8])[CH2:3][CH2:4][C:5]([NH2:17])=[O:6]. The catalyst class is: 1.